This data is from Reaction yield outcomes from USPTO patents with 853,638 reactions. The task is: Predict the reaction yield, written as a fraction of the theoretical maximum amount of product (1.0 means a 100% yield; for example, 0.34 means a 34% yield). (1) The reactants are C=O.[NH:3]1[CH2:8][CH2:7][O:6][CH2:5][CH2:4]1.[Br:9][C:10]1[C:11]([O:25]C)=[CH:12][C:13]2[S:17][C:16]([NH:18][C:19]([NH:21][CH2:22][CH3:23])=[O:20])=[N:15][C:14]=2[CH:24]=1.[CH3:27]COC(C)=O. The catalyst is CN(C=O)C.O. The product is [Br:9][C:10]1[C:11]([OH:25])=[C:12]([CH2:27][N:3]2[CH2:8][CH2:7][O:6][CH2:5][CH2:4]2)[C:13]2[S:17][C:16]([NH:18][C:19]([NH:21][CH2:22][CH3:23])=[O:20])=[N:15][C:14]=2[CH:24]=1. The yield is 0.110. (2) The reactants are Br[C:2]1[CH:3]=[C:4]2[C:9]([NH:10][C@H:11]3[C@@H:15]([CH2:16][F:17])[CH2:14][N:13]([S:18]([CH3:21])(=[O:20])=[O:19])[CH2:12]3)=[C:8]([C:22]([NH2:24])=[O:23])[CH:7]=[N:6][N:5]2[CH:25]=1.[CH2:26]([N:28]1[CH:32]=[C:31](B2OC(C)(C)C(C)(C)O2)[CH:30]=[N:29]1)[CH3:27].C1(P(C2CCCCC2)C2C=CC=CC=2C2C(C(C)C)=CC(C(C)C)=CC=2C(C)C)CCCCC1.P([O-])([O-])([O-])=O.[K+].[K+].[K+]. The catalyst is CN(C=O)C.CC([O-])=O.CC([O-])=O.[Pd+2]. The product is [CH2:26]([N:28]1[CH:32]=[C:31]([C:2]2[CH:3]=[C:4]3[C:9]([NH:10][C@H:11]4[C@@H:15]([CH2:16][F:17])[CH2:14][N:13]([S:18]([CH3:21])(=[O:20])=[O:19])[CH2:12]4)=[C:8]([C:22]([NH2:24])=[O:23])[CH:7]=[N:6][N:5]3[CH:25]=2)[CH:30]=[N:29]1)[CH3:27]. The yield is 0.480. (3) The reactants are [H-].[Na+].[CH:3]1([OH:7])[CH2:6][CH2:5][CH2:4]1.Cl[C:9]1[N:14]=[CH:13][N:12]=[C:11]([N:15]2[CH2:20][CH2:19][N:18]([C:21]([O:23][C:24]([CH3:27])([CH3:26])[CH3:25])=[O:22])[CH2:17][CH2:16]2)[CH:10]=1. The catalyst is CN(C=O)C. The product is [CH:3]1([O:7][C:9]2[N:14]=[CH:13][N:12]=[C:11]([N:15]3[CH2:20][CH2:19][N:18]([C:21]([O:23][C:24]([CH3:27])([CH3:26])[CH3:25])=[O:22])[CH2:17][CH2:16]3)[CH:10]=2)[CH2:6][CH2:5][CH2:4]1. The yield is 0.880. (4) The product is [CH3:3][N:2]([CH2:4][C:5]1[O:9][C:8]([C@H:10]2[CH2:15][CH2:14][C@H:13]([C:16]([OH:18])=[O:17])[CH2:12][CH2:11]2)=[N:7][N:6]=1)[CH3:1]. The catalyst is CO. The reactants are [CH3:1][N:2]([CH2:4][C:5]1[O:9][C:8]([C@H:10]2[CH2:15][CH2:14][C@H:13]([C:16]([O:18]C)=[O:17])[CH2:12][CH2:11]2)=[N:7][N:6]=1)[CH3:3].[OH-].[Na+]. The yield is 0.850. (5) The reactants are [NH2:1][CH:2]1[CH2:7][CH2:6][N:5]([CH2:8][C@H:9]2[C:13]3=[C:14]([F:22])[CH:15]=[N:16][C:17]4[CH:18]=[CH:19][C:20](=[O:21])[N:11]([C:12]=43)[CH2:10]2)[CH2:4][CH2:3]1.[O:23]1[C:28]2[CH:29]=[CH:30][C:31]([CH:33]=O)=[CH:32][C:27]=2[O:26][CH2:25][CH2:24]1.C1(N)C(F)=C(F)C(F)=C(N)C=1F.[ClH:47].Cl. No catalyst specified. The product is [ClH:47].[ClH:47].[O:23]1[C:28]2[CH:29]=[CH:30][C:31]([CH2:33][NH:1][CH:2]3[CH2:7][CH2:6][N:5]([CH2:8][C@H:9]4[C:13]5=[C:14]([F:22])[CH:15]=[N:16][C:17]6[CH:18]=[CH:19][C:20](=[O:21])[N:11]([C:12]=65)[CH2:10]4)[CH2:4][CH2:3]3)=[CH:32][C:27]=2[O:26][CH2:25][CH2:24]1. The yield is 0.710. (6) The yield is 0.827. The catalyst is C(Cl)Cl. The reactants are [NH2:1][C:2]1[C:7]([C:8]2[N:30]([C:31]3[CH:36]=[CH:35][C:34]([C:37]4([NH:41]C(=O)OC(C)(C)C)[CH2:40][CH2:39][CH2:38]4)=[CH:33][CH:32]=3)[C:11]3=[N:12][C:13]([C:16]4[CH:21]=[CH:20][CH:19]=[C:18]([N:22]5[CH2:27][CH2:26][O:25][C@@H:24]([CH2:28][OH:29])[CH2:23]5)[CH:17]=4)=[CH:14][CH:15]=[C:10]3[N:9]=2)=[CH:6][CH:5]=[CH:4][N:3]=1.[ClH:49].O1CCOCC1. The product is [ClH:49].[ClH:49].[ClH:49].[NH2:41][C:37]1([C:34]2[CH:35]=[CH:36][C:31]([N:30]3[C:11]4=[N:12][C:13]([C:16]5[CH:17]=[C:18]([N:22]6[CH2:27][CH2:26][O:25][C@@H:24]([CH2:28][OH:29])[CH2:23]6)[CH:19]=[CH:20][CH:21]=5)=[CH:14][CH:15]=[C:10]4[N:9]=[C:8]3[C:7]3[C:2]([NH2:1])=[N:3][CH:4]=[CH:5][CH:6]=3)=[CH:32][CH:33]=2)[CH2:38][CH2:39][CH2:40]1.